Task: Predict the reactants needed to synthesize the given product.. Dataset: Full USPTO retrosynthesis dataset with 1.9M reactions from patents (1976-2016) Given the product [CH3:23][CH:24]([CH3:28])[CH2:25][CH2:26][NH:1][CH2:2][C:3]1[CH:4]=[CH:5][CH:6]=[C:7]2[C:12]=1[N:11]=[CH:10][CH:9]=[C:8]2[O:13][C:14]1[CH:22]=[CH:21][C:17]([C:18]([NH2:20])=[O:19])=[CH:16][CH:15]=1, predict the reactants needed to synthesize it. The reactants are: [NH2:1][CH2:2][C:3]1[CH:4]=[CH:5][CH:6]=[C:7]2[C:12]=1[N:11]=[CH:10][CH:9]=[C:8]2[O:13][C:14]1[CH:22]=[CH:21][C:17]([C:18]([NH2:20])=[O:19])=[CH:16][CH:15]=1.[CH3:23][CH:24]([CH3:28])[CH2:25][CH:26]=O.[BH4-].[Na+].